From a dataset of NCI-60 drug combinations with 297,098 pairs across 59 cell lines. Regression. Given two drug SMILES strings and cell line genomic features, predict the synergy score measuring deviation from expected non-interaction effect. (1) Drug 1: CCC1=CC2CC(C3=C(CN(C2)C1)C4=CC=CC=C4N3)(C5=C(C=C6C(=C5)C78CCN9C7C(C=CC9)(C(C(C8N6C)(C(=O)OC)O)OC(=O)C)CC)OC)C(=O)OC.C(C(C(=O)O)O)(C(=O)O)O. Drug 2: CCCCC(=O)OCC(=O)C1(CC(C2=C(C1)C(=C3C(=C2O)C(=O)C4=C(C3=O)C=CC=C4OC)O)OC5CC(C(C(O5)C)O)NC(=O)C(F)(F)F)O. Cell line: U251. Synergy scores: CSS=33.3, Synergy_ZIP=-0.492, Synergy_Bliss=-0.678, Synergy_Loewe=-1.34, Synergy_HSA=2.17. (2) Drug 1: CCC1=CC2CC(C3=C(CN(C2)C1)C4=CC=CC=C4N3)(C5=C(C=C6C(=C5)C78CCN9C7C(C=CC9)(C(C(C8N6C)(C(=O)OC)O)OC(=O)C)CC)OC)C(=O)OC.C(C(C(=O)O)O)(C(=O)O)O. Drug 2: CN(CC1=CN=C2C(=N1)C(=NC(=N2)N)N)C3=CC=C(C=C3)C(=O)NC(CCC(=O)O)C(=O)O. Cell line: CAKI-1. Synergy scores: CSS=40.7, Synergy_ZIP=-12.4, Synergy_Bliss=-6.88, Synergy_Loewe=-4.28, Synergy_HSA=-2.94. (3) Drug 1: CNC(=O)C1=CC=CC=C1SC2=CC3=C(C=C2)C(=NN3)C=CC4=CC=CC=N4. Drug 2: C1=CN(C=N1)CC(O)(P(=O)(O)O)P(=O)(O)O. Cell line: OVCAR-4. Synergy scores: CSS=6.09, Synergy_ZIP=-1.63, Synergy_Bliss=-0.0675, Synergy_Loewe=0.450, Synergy_HSA=0.540. (4) Drug 1: CC(C1=C(C=CC(=C1Cl)F)Cl)OC2=C(N=CC(=C2)C3=CN(N=C3)C4CCNCC4)N. Drug 2: C1=CC=C(C=C1)NC(=O)CCCCCCC(=O)NO. Cell line: SK-MEL-5. Synergy scores: CSS=19.4, Synergy_ZIP=-4.13, Synergy_Bliss=-4.67, Synergy_Loewe=-19.9, Synergy_HSA=-9.27. (5) Drug 1: COC1=C(C=C2C(=C1)N=CN=C2NC3=CC(=C(C=C3)F)Cl)OCCCN4CCOCC4. Drug 2: CS(=O)(=O)OCCCCOS(=O)(=O)C. Cell line: T-47D. Synergy scores: CSS=15.8, Synergy_ZIP=0.313, Synergy_Bliss=5.23, Synergy_Loewe=-18.1, Synergy_HSA=3.77. (6) Drug 1: C1CN1P(=S)(N2CC2)N3CC3. Drug 2: CC1=C(C(CCC1)(C)C)C=CC(=CC=CC(=CC(=O)O)C)C. Cell line: BT-549. Synergy scores: CSS=2.83, Synergy_ZIP=-1.30, Synergy_Bliss=1.94, Synergy_Loewe=-5.51, Synergy_HSA=-1.69. (7) Drug 1: CC1=C(C=C(C=C1)NC2=NC=CC(=N2)N(C)C3=CC4=NN(C(=C4C=C3)C)C)S(=O)(=O)N.Cl. Drug 2: C1=NC2=C(N1)C(=S)N=C(N2)N. Cell line: CCRF-CEM. Synergy scores: CSS=36.4, Synergy_ZIP=0.216, Synergy_Bliss=-3.05, Synergy_Loewe=-24.1, Synergy_HSA=-2.79. (8) Drug 1: C1=C(C(=O)NC(=O)N1)N(CCCl)CCCl. Drug 2: CC(C1=C(C=CC(=C1Cl)F)Cl)OC2=C(N=CC(=C2)C3=CN(N=C3)C4CCNCC4)N. Cell line: EKVX. Synergy scores: CSS=2.69, Synergy_ZIP=-2.28, Synergy_Bliss=-2.56, Synergy_Loewe=-3.96, Synergy_HSA=-2.31.